Dataset: hERG Central: cardiac toxicity at 1µM, 10µM, and general inhibition. Task: Predict hERG channel inhibition at various concentrations. The drug is CCOc1ccccc1Nc1ccnc2cc(Cl)ccc12. Results: hERG_inhib (hERG inhibition (general)): blocker.